This data is from Oral bioavailability binary classification data from Ma et al.. The task is: Regression/Classification. Given a drug SMILES string, predict its absorption, distribution, metabolism, or excretion properties. Task type varies by dataset: regression for continuous measurements (e.g., permeability, clearance, half-life) or binary classification for categorical outcomes (e.g., BBB penetration, CYP inhibition). Dataset: bioavailability_ma. (1) The molecule is Clc1ccc(C(c2ccccc2Cl)C(Cl)Cl)cc1. The result is 1 (high bioavailability). (2) The result is 1 (high bioavailability). The drug is CN1CCCC(n2nc(Cc3ccc(Cl)cc3)c3ccccc3c2=O)CC1. (3) The molecule is CN1CCN2c3ccccc3Cc3ccccc3C2C1. The result is 1 (high bioavailability). (4) The drug is COCCOC(=O)C1=C(C)NC(C)=C(C(=O)OC(C)C)C1c1cccc([N+](=O)[O-])c1. The result is 0 (low bioavailability). (5) The drug is NCC(CC(=O)O)c1ccc(Cl)cc1. The result is 1 (high bioavailability). (6) The compound is NC1CCN(c2c(F)cc3c(=O)c(C(=O)O)cn(C4CC4)c3c2Cl)C1. The result is 1 (high bioavailability). (7) The compound is NC(=O)OCC(COC(N)=O)c1ccccc1. The result is 1 (high bioavailability). (8) The compound is O=P1(N(CCCl)CCCl)NCCCO1. The result is 1 (high bioavailability). (9) The compound is O=C1c2ccccc2C(=O)C1c1ccccc1. The result is 1 (high bioavailability).